Dataset: NCI-60 drug combinations with 297,098 pairs across 59 cell lines. Task: Regression. Given two drug SMILES strings and cell line genomic features, predict the synergy score measuring deviation from expected non-interaction effect. (1) Drug 1: C1CN1C2=NC(=NC(=N2)N3CC3)N4CC4. Drug 2: N.N.Cl[Pt+2]Cl. Cell line: PC-3. Synergy scores: CSS=60.2, Synergy_ZIP=-7.12, Synergy_Bliss=-3.42, Synergy_Loewe=0.298, Synergy_HSA=2.63. (2) Drug 1: CC1=C(C=C(C=C1)C(=O)NC2=CC(=CC(=C2)C(F)(F)F)N3C=C(N=C3)C)NC4=NC=CC(=N4)C5=CN=CC=C5. Drug 2: C1CCC(C(C1)N)N.C(=O)(C(=O)[O-])[O-].[Pt+4]. Cell line: HOP-92. Synergy scores: CSS=19.0, Synergy_ZIP=-2.38, Synergy_Bliss=1.04, Synergy_Loewe=-23.3, Synergy_HSA=2.73. (3) Drug 1: CC1OCC2C(O1)C(C(C(O2)OC3C4COC(=O)C4C(C5=CC6=C(C=C35)OCO6)C7=CC(=C(C(=C7)OC)O)OC)O)O. Drug 2: CCC1=C2CN3C(=CC4=C(C3=O)COC(=O)C4(CC)O)C2=NC5=C1C=C(C=C5)O. Cell line: OVCAR-5. Synergy scores: CSS=23.0, Synergy_ZIP=-10.5, Synergy_Bliss=-0.0333, Synergy_Loewe=-10.0, Synergy_HSA=1.45. (4) Drug 1: CC(C)(C#N)C1=CC(=CC(=C1)CN2C=NC=N2)C(C)(C)C#N. Drug 2: COCCOC1=C(C=C2C(=C1)C(=NC=N2)NC3=CC=CC(=C3)C#C)OCCOC.Cl. Cell line: MDA-MB-435. Synergy scores: CSS=-7.59, Synergy_ZIP=3.76, Synergy_Bliss=3.44, Synergy_Loewe=-4.02, Synergy_HSA=-3.05. (5) Drug 1: CC1=C(N=C(N=C1N)C(CC(=O)N)NCC(C(=O)N)N)C(=O)NC(C(C2=CN=CN2)OC3C(C(C(C(O3)CO)O)O)OC4C(C(C(C(O4)CO)O)OC(=O)N)O)C(=O)NC(C)C(C(C)C(=O)NC(C(C)O)C(=O)NCCC5=NC(=CS5)C6=NC(=CS6)C(=O)NCCC[S+](C)C)O. Drug 2: C1C(C(OC1N2C=NC(=NC2=O)N)CO)O. Cell line: UACC-257. Synergy scores: CSS=4.15, Synergy_ZIP=1.07, Synergy_Bliss=3.39, Synergy_Loewe=-3.28, Synergy_HSA=-0.346. (6) Synergy scores: CSS=37.2, Synergy_ZIP=2.53, Synergy_Bliss=9.13, Synergy_Loewe=-30.7, Synergy_HSA=2.54. Drug 2: COC1=NC(=NC2=C1N=CN2C3C(C(C(O3)CO)O)O)N. Cell line: K-562. Drug 1: CC1OCC2C(O1)C(C(C(O2)OC3C4COC(=O)C4C(C5=CC6=C(C=C35)OCO6)C7=CC(=C(C(=C7)OC)O)OC)O)O.